Dataset: NCI-60 drug combinations with 297,098 pairs across 59 cell lines. Task: Regression. Given two drug SMILES strings and cell line genomic features, predict the synergy score measuring deviation from expected non-interaction effect. (1) Drug 1: CNC(=O)C1=NC=CC(=C1)OC2=CC=C(C=C2)NC(=O)NC3=CC(=C(C=C3)Cl)C(F)(F)F. Drug 2: CC(C)CN1C=NC2=C1C3=CC=CC=C3N=C2N. Cell line: BT-549. Synergy scores: CSS=-1.40, Synergy_ZIP=2.35, Synergy_Bliss=0.552, Synergy_Loewe=-2.69, Synergy_HSA=-3.97. (2) Drug 1: C1=C(C(=O)NC(=O)N1)N(CCCl)CCCl. Drug 2: N.N.Cl[Pt+2]Cl. Cell line: A549. Synergy scores: CSS=13.4, Synergy_ZIP=-10.3, Synergy_Bliss=-5.16, Synergy_Loewe=-11.6, Synergy_HSA=-6.74.